From a dataset of NCI-60 drug combinations with 297,098 pairs across 59 cell lines. Regression. Given two drug SMILES strings and cell line genomic features, predict the synergy score measuring deviation from expected non-interaction effect. (1) Drug 1: CCCS(=O)(=O)NC1=C(C(=C(C=C1)F)C(=O)C2=CNC3=C2C=C(C=N3)C4=CC=C(C=C4)Cl)F. Drug 2: CCC1=CC2CC(C3=C(CN(C2)C1)C4=CC=CC=C4N3)(C5=C(C=C6C(=C5)C78CCN9C7C(C=CC9)(C(C(C8N6C)(C(=O)OC)O)OC(=O)C)CC)OC)C(=O)OC.C(C(C(=O)O)O)(C(=O)O)O. Cell line: SF-268. Synergy scores: CSS=27.3, Synergy_ZIP=6.43, Synergy_Bliss=5.57, Synergy_Loewe=-30.8, Synergy_HSA=3.38. (2) Drug 1: CNC(=O)C1=CC=CC=C1SC2=CC3=C(C=C2)C(=NN3)C=CC4=CC=CC=N4. Drug 2: CN(CC1=CN=C2C(=N1)C(=NC(=N2)N)N)C3=CC=C(C=C3)C(=O)NC(CCC(=O)O)C(=O)O. Cell line: ACHN. Synergy scores: CSS=41.3, Synergy_ZIP=-2.75, Synergy_Bliss=-4.04, Synergy_Loewe=-19.0, Synergy_HSA=-2.97.